This data is from Forward reaction prediction with 1.9M reactions from USPTO patents (1976-2016). The task is: Predict the product of the given reaction. (1) Given the reactants [CH3:1][S:2]([C:5]1[CH:10]=[CH:9][C:8]([C:11]2[N:16]=[CH:15][C:14]([O:17][CH2:18][CH:19]3[CH2:24][CH2:23][N:22]([C:25](OC(C)(C)C)=O)[CH2:21][CH2:20]3)=[CH:13][CH:12]=2)=[CH:7][CH:6]=1)(=[O:4])=[O:3].C(O)(C(F)(F)F)=O.ClC1[N:45]=[CH:44][C:43]([CH2:46][CH3:47])=[CH:42][N:41]=1, predict the reaction product. The product is: [CH2:46]([C:43]1[CH:42]=[N:41][C:25]([N:22]2[CH2:23][CH2:24][CH:19]([CH2:18][O:17][C:14]3[CH:15]=[N:16][C:11]([C:8]4[CH:9]=[CH:10][C:5]([S:2]([CH3:1])(=[O:3])=[O:4])=[CH:6][CH:7]=4)=[CH:12][CH:13]=3)[CH2:20][CH2:21]2)=[N:45][CH:44]=1)[CH3:47]. (2) Given the reactants [CH3:1][C:2]([N:9]1[CH2:19][CH2:18][C:12]2([C:16](=[O:17])[NH:15][CH2:14][CH2:13]2)[CH2:11][CH2:10]1)([CH3:8])[C:3](OCC)=[O:4].CC(C[AlH]CC(C)C)C, predict the reaction product. The product is: [CH3:8][C:2]([N:9]1[CH2:19][CH2:18][C:12]2([C:16](=[O:17])[NH:15][CH2:14][CH2:13]2)[CH2:11][CH2:10]1)([CH3:1])[CH:3]=[O:4]. (3) Given the reactants [Br:1][C:2]1[CH:3]=[N:4][CH:5]=[C:6]([Br:11])[C:7]=1[CH:8]([OH:10])[CH3:9].[H-].[Na+].[CH2:14](Br)[C:15]1[CH:20]=[CH:19][CH:18]=[CH:17][CH:16]=1, predict the reaction product. The product is: [CH2:14]([O:10][CH:8]([C:7]1[C:2]([Br:1])=[CH:3][N:4]=[CH:5][C:6]=1[Br:11])[CH3:9])[C:15]1[CH:20]=[CH:19][CH:18]=[CH:17][CH:16]=1. (4) Given the reactants C(OC([C:6]1[CH:7]=[C:8]([C:6]2[CH:11]=[CH:10][C:9](CSCCO[C:6]3[CH:11]=[CH:10][CH:9]=[CH:8][CH:7]=3)=[CH:8][CH:7]=2)[CH:9]=[CH:10][CH:11]=1)=O)C.[CH2:29]([O:31][C:32]([C:34]1[CH:35]=[C:36]([C:40]2[CH:45]=[CH:44][CH:43]=[CH:42][C:41]=2[CH2:46][S:47][CH2:48][CH2:49][OH:50])[CH:37]=[CH:38][CH:39]=1)=[O:33])[CH3:30].C1(O)C=CC=CC=1.C1(P(C2C=CC=CC=2)C2C=CC=CC=2)C=CC=CC=1, predict the reaction product. The product is: [CH2:29]([O:31][C:32]([C:34]1[CH:35]=[C:36]([C:40]2[CH:45]=[CH:44][CH:43]=[CH:42][C:41]=2[CH2:46][S:47][CH2:48][CH2:49][O:50][C:6]2[CH:7]=[CH:8][CH:9]=[CH:10][CH:11]=2)[CH:37]=[CH:38][CH:39]=1)=[O:33])[CH3:30].